This data is from Full USPTO retrosynthesis dataset with 1.9M reactions from patents (1976-2016). The task is: Predict the reactants needed to synthesize the given product. Given the product [O:1]=[C:2]1[NH:6][C:5](=[O:7])[CH:4]([CH2:8][C:9]2[CH:10]=[CH:11][C:12]([O:13][CH2:14][C:15]([N:37]([C:35]3[CH:36]=[C:31]([O:30][CH3:29])[CH:32]=[CH:33][C:34]=3[N+:39]([O-:41])=[O:40])[CH3:38])=[O:17])=[CH:18][CH:19]=2)[S:3]1, predict the reactants needed to synthesize it. The reactants are: [O:1]=[C:2]1[NH:6][C:5](=[O:7])[CH:4]([CH2:8][C:9]2[CH:19]=[CH:18][C:12]([O:13][CH2:14][C:15]([OH:17])=O)=[CH:11][CH:10]=2)[S:3]1.S(Cl)(Cl)=O.CN(C)C=O.[CH3:29][O:30][C:31]1[CH:32]=[CH:33][C:34]([N+:39]([O-:41])=[O:40])=[C:35]([NH:37][CH3:38])[CH:36]=1.